From a dataset of Forward reaction prediction with 1.9M reactions from USPTO patents (1976-2016). Predict the product of the given reaction. (1) Given the reactants C(OC(=O)[NH:7][C:8]1([C:11](=[O:36])[NH:12][CH:13]2[CH2:17][S:16][C:15]3[CH:18]=[C:19]([C:22]4[CH:27]=[C:26]([Cl:28])[CH:25]=[C:24]([F:29])[C:23]=4[C:30]4[N:31]=[N:32][N:33]([CH3:35])[N:34]=4)[CH:20]=[CH:21][C:14]2=3)[CH2:10][CH2:9]1)(C)(C)C.FC(F)(F)C(O)=O, predict the reaction product. The product is: [Cl:28][C:26]1[CH:25]=[C:24]([F:29])[C:23]([C:30]2[N:31]=[N:32][N:33]([CH3:35])[N:34]=2)=[C:22]([C:19]2[CH:20]=[CH:21][C:14]3[CH:13]([NH:12][C:11]([C:8]4([NH2:7])[CH2:10][CH2:9]4)=[O:36])[CH2:17][S:16][C:15]=3[CH:18]=2)[CH:27]=1. (2) Given the reactants [O:1]1[CH:5]=[CH:4][N:3]=[C:2]1[C:6]1[CH:7]=[C:8]([CH:12]=[CH:13][CH:14]=1)[C:9](Cl)=[O:10].[CH3:15][O:16][C:17](=[O:27])[C:18]1[CH:26]=[CH:25][CH:24]=[C:20]([C:21]([OH:23])=O)[CH:19]=1.ON1C2C=CC=CC=2N=N1.Cl.CN(C)CCCN=C=NCC.[CH3:50][O:51][CH:52]([O:55][CH3:56])[CH2:53][NH2:54], predict the reaction product. The product is: [O:1]1[CH:5]=[CH:4][N:3]=[C:2]1[C:6]1[CH:7]=[C:8]([C:9](=[O:10])[CH2:18][C:17]([OH:27])=[O:16])[CH:12]=[CH:13][CH:14]=1.[CH3:15][O:16][C:17](=[O:27])[C:18]1[CH:26]=[CH:25][CH:24]=[C:20]([C:21]([NH:54][CH2:53][CH:52]([O:55][CH3:56])[O:51][CH3:50])=[O:23])[CH:19]=1. (3) Given the reactants ClC1N=C(Cl)N=C(Cl)N=1.N1C=C[CH:13]=NN=1.[C:16]1([NH:22][N:23]=[C:24]([C:26]2[CH:31]=[CH:30][CH:29]=[CH:28][CH:27]=2)[CH3:25])[CH:21]=[CH:20][CH:19]=[CH:18][CH:17]=1.[C:32]([O-:35])([O-])=O.[Na+].[Na+], predict the reaction product. The product is: [C:16]1([N:22]2[CH:13]=[C:25]([CH:32]=[O:35])[C:24]([C:26]3[CH:31]=[CH:30][CH:29]=[CH:28][CH:27]=3)=[N:23]2)[CH:17]=[CH:18][CH:19]=[CH:20][CH:21]=1.